Task: Predict the reactants needed to synthesize the given product.. Dataset: Full USPTO retrosynthesis dataset with 1.9M reactions from patents (1976-2016) Given the product [CH2:1]([O:3][C:4](=[O:21])[C:5]1[CH:6]=[C:7]([C:8](=[O:9])[N:34]([CH3:33])[CH2:35][CH2:36][CH3:37])[CH:11]=[C:12]([C:14](=[O:20])[N:15]([CH3:19])[CH2:16][CH2:17][CH3:18])[CH:13]=1)[CH3:2], predict the reactants needed to synthesize it. The reactants are: [CH2:1]([O:3][C:4](=[O:21])[C:5]1[CH:13]=[C:12]([C:14](=[O:20])[N:15]([CH3:19])[CH2:16][CH2:17][CH3:18])[CH:11]=[C:7]([C:8](O)=[O:9])[CH:6]=1)[CH3:2].ON1C2C=CC=CC=2N=N1.Cl.[CH3:33][N:34](C)[CH2:35][CH2:36][CH2:37]N=C=NCC.CNCCC.